Dataset: Full USPTO retrosynthesis dataset with 1.9M reactions from patents (1976-2016). Task: Predict the reactants needed to synthesize the given product. (1) Given the product [Br:1][C:2]1[CH:3]=[C:4]([O:11][CH3:12])[C:5]2[O:10][CH2:9][O:8][C:6]=2[CH:7]=1, predict the reactants needed to synthesize it. The reactants are: [Br:1][C:2]1[CH:7]=[C:6]([O:8][CH3:9])[C:5]([OH:10])=[C:4]([OH:11])[CH:3]=1.[C:12](=O)([O-])[O-].[K+].[K+].BrCBr. (2) The reactants are: [C:1]([C:4]1[C:5]([O:27][CH2:28][CH2:29][C:30]2[CH:35]=[CH:34][CH:33]=[CH:32][N:31]=2)=[C:6]([O:15][CH2:16][CH2:17][CH:18]([C:20]2[CH:25]=[CH:24][C:23]([F:26])=[CH:22][CH:21]=2)[CH3:19])[C:7]2[O:11][C:10]([CH3:12])=[N:9][C:8]=2[C:13]=1[CH3:14])(=[O:3])[CH3:2].[OH:36]O. Given the product [C:1]([C:4]1[C:5]([O:27][CH2:28][CH2:29][C:30]2[CH:35]=[CH:34][CH:33]=[CH:32][N+:31]=2[O-:36])=[C:6]([O:15][CH2:16][CH2:17][CH:18]([C:20]2[CH:21]=[CH:22][C:23]([F:26])=[CH:24][CH:25]=2)[CH3:19])[C:7]2[O:11][C:10]([CH3:12])=[N:9][C:8]=2[C:13]=1[CH3:14])(=[O:3])[CH3:2], predict the reactants needed to synthesize it. (3) The reactants are: CC1C=CC(S(O[CH2:12][CH:13]2[CH2:18][CH2:17][C:16]([F:20])([F:19])[CH2:15][CH2:14]2)(=O)=O)=CC=1.[C-:21]#[N:22].[Na+]. Given the product [F:20][C:16]1([F:19])[CH2:15][CH2:14][CH:13]([CH2:12][C:21]#[N:22])[CH2:18][CH2:17]1, predict the reactants needed to synthesize it. (4) The reactants are: [OH:1][CH2:2][CH2:3][CH2:4][CH2:5][CH2:6][CH2:7][CH2:8][CH2:9][CH2:10][CH2:11][CH2:12][O:13][C:14]1[CH:19]=[CH:18][C:17]([CH2:20][C:21]#[N:22])=[CH:16][C:15]=1[O:23][CH3:24].[CH2:25]1[O:35][C:34]2[CH:33]=[CH:32][C:29]([CH:30]=O)=[CH:28][C:27]=2[O:26]1. Given the product [O:35]1[C:34]2[CH:33]=[CH:32][C:29](/[CH:30]=[C:20](/[C:17]3[CH:18]=[CH:19][C:14]([O:13][CH2:12][CH2:11][CH2:10][CH2:9][CH2:8][CH2:7][CH2:6][CH2:5][CH2:4][CH2:3][CH2:2][OH:1])=[C:15]([O:23][CH3:24])[CH:16]=3)\[C:21]#[N:22])=[CH:28][C:27]=2[O:26][CH2:25]1, predict the reactants needed to synthesize it.